From a dataset of Forward reaction prediction with 1.9M reactions from USPTO patents (1976-2016). Predict the product of the given reaction. The product is: [Br:15][C:10]1[CH:9]=[C:8]([CH2:7][C@H:5]([NH:6][C:22](=[O:23])[C:21]2[CH:25]=[CH:26][C:18]([Cl:17])=[CH:19][C:20]=2[NH:27][S:28]([C:31]2[C:32]3[N:33]=[CH:34][CH:35]=[N:36][C:37]=3[CH:38]=[CH:39][CH:40]=2)(=[O:30])=[O:29])[C:4]([OH:3])=[O:16])[CH:13]=[CH:12][C:11]=1[F:14]. Given the reactants Cl.C[O:3][C:4](=[O:16])[C@H:5]([CH2:7][C:8]1[CH:13]=[CH:12][C:11]([F:14])=[C:10]([Br:15])[CH:9]=1)[NH2:6].[Cl:17][C:18]1[CH:26]=[CH:25][C:21]([C:22](O)=[O:23])=[C:20]([NH:27][S:28]([C:31]2[C:32]3[N:33]=[CH:34][CH:35]=[N:36][C:37]=3[CH:38]=[CH:39][CH:40]=2)(=[O:30])=[O:29])[CH:19]=1, predict the reaction product.